From a dataset of Reaction yield outcomes from USPTO patents with 853,638 reactions. Predict the reaction yield, written as a fraction of the theoretical maximum amount of product (1.0 means a 100% yield; for example, 0.34 means a 34% yield). (1) The reactants are [CH3:1][C:2]1[N:6]([CH2:7][C:8]2[CH:13]=[CH:12][CH:11]=[C:10]([C:14]([F:17])([F:16])[F:15])[C:9]=2[CH3:18])[C:5]2[CH:19]=[C:20]([N:26]3[CH2:31][CH2:30][O:29][CH2:28][CH2:27]3)[CH:21]=[C:22]([C:23]([OH:25])=[O:24])[C:4]=2[N:3]=1.O.[CH2:33]([OH:40])[C:34]([NH2:39])([CH2:37][OH:38])[CH2:35][OH:36]. The catalyst is CO. The product is [CH3:1][C:2]1[N:6]([CH2:7][C:8]2[CH:13]=[CH:12][CH:11]=[C:10]([C:14]([F:16])([F:15])[F:17])[C:9]=2[CH3:18])[C:5]2[CH:19]=[C:20]([N:26]3[CH2:27][CH2:28][O:29][CH2:30][CH2:31]3)[CH:21]=[C:22]([C:23]([OH:25])=[O:24])[C:4]=2[N:3]=1.[NH2:39][C:34]([CH2:37][OH:38])([CH2:35][OH:36])[CH2:33][OH:40]. The yield is 0.930. (2) The reactants are [CH3:1][O:2][CH2:3][O:4][C:5]1[CH:10]=[C:9]([O:11][CH2:12][O:13][CH3:14])[CH:8]=[CH:7][C:6]=1[CH:15]1[CH2:20][CH2:19][C:18](=[CH:21][C:22]([O:24][CH3:25])=[O:23])[CH2:17][CH2:16]1. The catalyst is [Pd].C(O)C. The product is [CH3:1][O:2][CH2:3][O:4][C:5]1[CH:10]=[C:9]([O:11][CH2:12][O:13][CH3:14])[CH:8]=[CH:7][C:6]=1[C@H:15]1[CH2:16][CH2:17][C@H:18]([CH2:21][C:22]([O:24][CH3:25])=[O:23])[CH2:19][CH2:20]1. The yield is 0.990. (3) The reactants are [NH2:1][CH2:2][C:3]1[CH:8]=[CH:7][C:6]([C:9]2[C:14]([CH3:15])=[CH:13][CH:12]=[C:11]([NH:16][C:17]([C:19]3([C:22]4[CH:30]=[CH:29][C:25]5[O:26][CH2:27][O:28][C:24]=5[CH:23]=4)[CH2:21][CH2:20]3)=[O:18])[CH:10]=2)=[CH:5][CH:4]=1.[CH3:31][CH:32]([CH3:36])[CH2:33][CH:34]=O.COCCOC.[BH4-].[Na+]. The catalyst is ClCCl.O. The product is [O:26]1[C:25]2[CH:29]=[CH:30][C:22]([C:19]3([C:17]([NH:16][C:11]4[CH:10]=[C:9]([C:6]5[CH:5]=[CH:4][C:3]([CH2:2][NH:1][CH2:34][CH2:33][CH:32]([CH3:36])[CH3:31])=[CH:8][CH:7]=5)[C:14]([CH3:15])=[CH:13][CH:12]=4)=[O:18])[CH2:20][CH2:21]3)=[CH:23][C:24]=2[O:28][CH2:27]1. The yield is 0.100. (4) The reactants are [Cl:1][C:2]1[CH:7]=[CH:6][C:5]([S:8]([CH:11]([C:28]2[CH:33]=[C:32]([F:34])[CH:31]=[CH:30][C:29]=2[F:35])[CH:12]([CH3:27])[CH2:13][CH2:14][N:15]([S:23]([CH3:26])(=[O:25])=[O:24])C(=O)OC(C)(C)C)(=[O:10])=[O:9])=[CH:4][CH:3]=1.FC(F)(F)C(O)=O.C(OCC)(=O)C.CCCCCC. The catalyst is ClCCl. The product is [Cl:1][C:2]1[CH:7]=[CH:6][C:5]([S:8]([CH:11]([C:28]2[CH:33]=[C:32]([F:34])[CH:31]=[CH:30][C:29]=2[F:35])[CH:12]([CH3:27])[CH2:13][CH2:14][NH:15][S:23]([CH3:26])(=[O:25])=[O:24])(=[O:10])=[O:9])=[CH:4][CH:3]=1. The yield is 0.890. (5) The reactants are I[C:2]1[CH:7]=[CH:6][N:5]=[C:4]([O:8]C)[C:3]=1[C:10]1[NH:11][C:12]2[CH:18]=[C:17]([N:19]3[CH2:24][CH2:23][N:22]([C:25](=[O:27])[CH3:26])[CH2:21][CH2:20]3)[CH:16]=[C:15]([CH3:28])[C:13]=2[N:14]=1.O.[ClH:30]. The catalyst is O1CCOCC1. The product is [C:25]([N:22]1[CH2:23][CH2:24][N:19]([C:17]2[CH:16]=[C:15]([CH3:28])[C:13]3[N:14]=[C:10]([C:3]4[C:4](=[O:8])[NH:5][CH:6]=[CH:7][C:2]=4[Cl:30])[NH:11][C:12]=3[CH:18]=2)[CH2:20][CH2:21]1)(=[O:27])[CH3:26]. The yield is 1.00. (6) The reactants are [NH:1]1[CH2:6][CH2:5][CH:4]([C:7]2[CH:12]=[CH:11][C:10]([NH:13][C:14]3[N:19]=[C:18]([CH2:20][CH2:21][C:22]4[C:27]([CH2:28][C:29]([NH2:31])=[O:30])=[CH:26][N:25]=[CH:24][N:23]=4)[C:17]([C:32]([F:35])([F:34])[F:33])=[CH:16][N:15]=3)=[CH:9][CH:8]=2)[CH2:3][CH2:2]1.C=O.[C:38](O[BH-](OC(=O)C)OC(=O)C)(=O)C.[Na+]. The catalyst is CO.C(Cl)Cl. The product is [CH3:38][N:1]1[CH2:2][CH2:3][CH:4]([C:7]2[CH:12]=[CH:11][C:10]([NH:13][C:14]3[N:19]=[C:18]([CH2:20][CH2:21][C:22]4[C:27]([CH2:28][C:29]([NH2:31])=[O:30])=[CH:26][N:25]=[CH:24][N:23]=4)[C:17]([C:32]([F:35])([F:33])[F:34])=[CH:16][N:15]=3)=[CH:9][CH:8]=2)[CH2:5][CH2:6]1. The yield is 0.570.